From a dataset of Forward reaction prediction with 1.9M reactions from USPTO patents (1976-2016). Predict the product of the given reaction. (1) Given the reactants [CH2:1]([N:3]1[CH2:8][CH2:7][N:6]([C:9]2[CH:15]=[CH:14][C:12]([NH2:13])=[CH:11][CH:10]=2)[CH2:5][CH2:4]1)[CH3:2].C(N1CCN(C2C=C(N[C:31]([C:33]3[C:34]4[N:35]=[CH:36][CH:37]=[N:38][C:39]=4[C:40]([C:43]4[C:52]5[C:47](=[CH:48][CH:49]=[CH:50][CH:51]=5)[CH:46]=[N:45][CH:44]=4)=[CH:41][CH:42]=3)=[O:32])C=CC=2)CC1)C, predict the reaction product. The product is: [CH2:1]([N:3]1[CH2:4][CH2:5][N:6]([C:9]2[CH:15]=[CH:14][C:12]([NH:13][C:31]([C:33]3[C:34]4[N:35]=[CH:36][CH:37]=[N:38][C:39]=4[C:40]([C:43]4[C:52]5[C:47](=[CH:48][CH:49]=[CH:50][CH:51]=5)[CH:46]=[N:45][CH:44]=4)=[CH:41][CH:42]=3)=[O:32])=[CH:11][CH:10]=2)[CH2:7][CH2:8]1)[CH3:2]. (2) Given the reactants [C:1]([C:3]1[CH:8]=[CH:7][C:6]([CH:9](O)[C:10]2[C:11]([C:29]([O:31][CH2:32][CH3:33])=[O:30])=[N:12][N:13]([C:18]3[C:19]([O:27][CH3:28])=[N:20][C:21]([N:24]([CH3:26])[CH3:25])=[N:22][CH:23]=3)[C:14]=2[CH:15]([CH3:17])[CH3:16])=[CH:5][C:4]=1[F:35])#[N:2].[NH2:36][C:37]1[CH:38]=[C:39]([Cl:53])[C:40](=[O:52])[N:41]([CH2:43][C:44]2[CH:49]=[CH:48][C:47]([O:50][CH3:51])=[CH:46][CH:45]=2)[CH:42]=1, predict the reaction product. The product is: [Cl:53][C:39]1[C:40](=[O:52])[N:41]([CH2:43][C:44]2[CH:49]=[CH:48][C:47]([O:50][CH3:51])=[CH:46][CH:45]=2)[CH:42]=[C:37]([NH:36][CH:9]([C:6]2[CH:7]=[CH:8][C:3]([C:1]#[N:2])=[C:4]([F:35])[CH:5]=2)[C:10]2[C:11]([C:29]([O:31][CH2:32][CH3:33])=[O:30])=[N:12][N:13]([C:18]3[C:19]([O:27][CH3:28])=[N:20][C:21]([N:24]([CH3:26])[CH3:25])=[N:22][CH:23]=3)[C:14]=2[CH:15]([CH3:17])[CH3:16])[CH:38]=1. (3) Given the reactants C(O[C:4](=O)[CH2:5][C:6]1[CH:11]=[CH:10][CH:9]=[C:8]([Cl:12])[N:7]=1)C.[O:14]1CCCC1, predict the reaction product. The product is: [Cl:12][C:8]1[N:7]=[C:6]([CH:5]([OH:14])[CH3:4])[CH:11]=[CH:10][CH:9]=1. (4) Given the reactants [CH2:1]([O:8][C:9]1[CH:10]=[C:11]([CH:14]=[C:15]([CH3:17])[CH:16]=1)[CH:12]=O)[C:2]1[CH:7]=[CH:6][CH:5]=[CH:4][CH:3]=1.[Cl-].[OH:19][NH3+:20].C(=O)(O)[O-].[Na+].C(O)C, predict the reaction product. The product is: [CH2:1]([O:8][C:9]1[CH:10]=[C:11](/[CH:12]=[N:20]/[OH:19])[CH:14]=[C:15]([CH3:17])[CH:16]=1)[C:2]1[CH:7]=[CH:6][CH:5]=[CH:4][CH:3]=1. (5) Given the reactants [CH2:1]([NH:6][S:7]([NH:10]C(=O)OCC1C=CC=CC=1)(=[O:9])=[O:8])[CH2:2][CH2:3][CH2:4][CH3:5].[H][H], predict the reaction product. The product is: [CH2:1]([NH:6][S:7]([NH2:10])(=[O:9])=[O:8])[CH2:2][CH2:3][CH2:4][CH3:5]. (6) Given the reactants CC1(C)C(C)(C)OB([C:9]2[CH:10]=[C:11]([CH:28]=[CH:29][CH:30]=2)[CH2:12][O:13][C:14]2[CH:19]=[CH:18][CH:17]=[CH:16][C:15]=2[CH2:20][C:21]([O:23][C:24]([CH3:27])([CH3:26])[CH3:25])=[O:22])O1.Cl[C:33]1[C:34]([CH3:41])=[C:35]([CH:38]=[CH:39][CH:40]=1)[C:36]#[N:37], predict the reaction product. The product is: [C:36]([C:35]1[C:34]([CH3:41])=[C:33]([C:9]2[CH:30]=[CH:29][CH:28]=[C:11]([CH2:12][O:13][C:14]3[CH:19]=[CH:18][CH:17]=[CH:16][C:15]=3[CH2:20][C:21]([O:23][C:24]([CH3:27])([CH3:26])[CH3:25])=[O:22])[CH:10]=2)[CH:40]=[CH:39][CH:38]=1)#[N:37]. (7) Given the reactants [CH:1]([C:3]1[CH:8]=[C:7]([O:9][C:10]([F:13])([F:12])[F:11])[CH:6]=[CH:5][C:4]=1[NH:14][C:15](=[O:21])[O:16][C:17]([CH3:20])([CH3:19])[CH3:18])=[O:2].[BH4-].[Na+], predict the reaction product. The product is: [OH:2][CH2:1][C:3]1[CH:8]=[C:7]([O:9][C:10]([F:13])([F:12])[F:11])[CH:6]=[CH:5][C:4]=1[NH:14][C:15](=[O:21])[O:16][C:17]([CH3:19])([CH3:18])[CH3:20]. (8) Given the reactants [CH2:1]([O:3][C:4](=[O:29])[CH2:5][CH2:6][CH2:7][O:8][C:9]1[CH:14]=[CH:13][CH:12]=[C:11]([CH2:15][CH2:16][CH2:17][CH2:18][CH2:19][CH2:20]Br)[C:10]=1[CH2:22][CH2:23][C:24]([O:26][CH2:27][CH3:28])=[O:25])[CH3:2].[I:30][C:31]1[CH:32]=[C:33]([OH:41])[CH:34]=[C:35]([S:37]([CH3:40])(=[O:39])=[O:38])[CH:36]=1.C(=O)([O-])[O-].[K+].[K+].CN(C)C=O, predict the reaction product. The product is: [CH2:1]([O:3][C:4](=[O:29])[CH2:5][CH2:6][CH2:7][O:8][C:9]1[CH:14]=[CH:13][CH:12]=[C:11]([CH2:15][CH2:16][CH2:17][CH2:18][CH2:19][CH2:20][O:41][C:33]2[CH:34]=[C:35]([S:37]([CH3:40])(=[O:39])=[O:38])[CH:36]=[C:31]([I:30])[CH:32]=2)[C:10]=1[CH2:22][CH2:23][C:24]([O:26][CH2:27][CH3:28])=[O:25])[CH3:2]. (9) Given the reactants C([BH3-])#N.[Na+].C(O[BH-](OC(=O)C)OC(=O)C)(=O)C.[Na+].[Cl:19][C:20]1[CH:21]=[C:22]([CH:24]=[CH:25][C:26]=1[F:27])[NH2:23].[CH3:28][O:29][C:30]1[CH:31]=[C:32]([CH:35]=[CH:36][C:37]=1[O:38][CH3:39])[CH:33]=O, predict the reaction product. The product is: [NH2:23][C:22]1[CH:24]=[CH:25][CH:26]=[CH:20][CH:21]=1.[Cl:19][C:20]1[CH:21]=[C:22]([NH:23][CH2:33][C:32]2[CH:35]=[CH:36][C:37]([O:38][CH3:39])=[C:30]([O:29][CH3:28])[CH:31]=2)[CH:24]=[CH:25][C:26]=1[F:27]. (10) Given the reactants [F:1][C:2]([F:13])([F:12])[C:3]1[CH:8]=[CH:7][C:6]([C:9](=[O:11])[CH3:10])=[CH:5][CH:4]=1.[H-].[Na+].[C:16](=O)([O:20]CC)[O:17][CH2:18][CH3:19].Cl, predict the reaction product. The product is: [O:11]=[C:9]([C:6]1[CH:5]=[CH:4][C:3]([C:2]([F:12])([F:13])[F:1])=[CH:8][CH:7]=1)[CH2:10][C:16]([O:17][CH2:18][CH3:19])=[O:20].